From a dataset of TCR-epitope binding with 47,182 pairs between 192 epitopes and 23,139 TCRs. Binary Classification. Given a T-cell receptor sequence (or CDR3 region) and an epitope sequence, predict whether binding occurs between them. The TCR CDR3 sequence is CASSLYSGGDQPQHF. The epitope is FPRPWLHGL. Result: 1 (the TCR binds to the epitope).